Dataset: Reaction yield outcomes from USPTO patents with 853,638 reactions. Task: Predict the reaction yield, written as a fraction of the theoretical maximum amount of product (1.0 means a 100% yield; for example, 0.34 means a 34% yield). (1) The reactants are [Cl-].O[NH3+:3].[C:4](=[O:7])([O-:6])O.[Na+].CS(C)=O.[C:13]([C:15]1[CH:20]=[CH:19][CH:18]=[CH:17][C:16]=1[C:21]1[CH:26]=[CH:25][C:24]([CH2:27][C:28]2[C:29](=[O:51])[N:30]([C@H:40]3[CH2:45][CH2:44][C@H:43]([C:46]([O:48][CH2:49][CH3:50])=[O:47])[CH2:42][CH2:41]3)[C:31]3[N:32]([N:37]=[CH:38][N:39]=3)[C:33]=2[CH2:34][CH2:35][CH3:36])=[CH:23][CH:22]=1)#[N:14]. The catalyst is C(OCC)(=O)C. The product is [O:51]=[C:29]1[C:28]([CH2:27][C:24]2[CH:25]=[CH:26][C:21]([C:16]3[CH:17]=[CH:18][CH:19]=[CH:20][C:15]=3[C:13]3[NH:3][C:4](=[O:7])[O:6][N:14]=3)=[CH:22][CH:23]=2)=[C:33]([CH2:34][CH2:35][CH3:36])[N:32]2[N:37]=[CH:38][N:39]=[C:31]2[N:30]1[C@H:40]1[CH2:45][CH2:44][C@H:43]([C:46]([O:48][CH2:49][CH3:50])=[O:47])[CH2:42][CH2:41]1. The yield is 0.370. (2) The reactants are [Cl:1][C:2]1[CH:3]=[C:4]([CH:8]=[CH:9][CH:10]=1)[CH2:5][C:6]#[N:7].Br[CH2:12][CH2:13][CH2:14]Br.[H-].[Na+].CC(O)C. The catalyst is CCOCC.CS(C)=O.O. The product is [Cl:1][C:2]1[CH:3]=[C:4]([C:5]2([C:6]#[N:7])[CH2:14][CH2:13][CH2:12]2)[CH:8]=[CH:9][CH:10]=1. The yield is 0.710. (3) The reactants are [CH3:1][O:2][C:3]1[CH:4]=[C:5]([NH2:22])[C:6]([NH:9][C:10](=[O:21])[C:11]2[CH:16]=[CH:15][C:14]([C:17]([CH3:20])([CH3:19])[CH3:18])=[CH:13][CH:12]=2)=[CH:7][CH:8]=1.[CH3:23][O:24][C:25]1[CH:33]=[CH:32][C:28]([C:29](Cl)=[O:30])=[CH:27][CH:26]=1. No catalyst specified. The product is [C:17]([C:14]1[CH:15]=[CH:16][C:11]([C:10]([NH:9][C:6]2[C:5]([NH:22][C:29](=[O:30])[C:28]3[CH:32]=[CH:33][C:25]([O:24][CH3:23])=[CH:26][CH:27]=3)=[CH:4][C:3]([O:2][CH3:1])=[CH:8][CH:7]=2)=[O:21])=[CH:12][CH:13]=1)([CH3:18])([CH3:19])[CH3:20]. The yield is 0.990. (4) The reactants are [Br:1][C:2]1[C:10]2[C:5](=[CH:6][CH:7]=[CH:8][C:9]=2[N+:11]([O-:13])=[O:12])[NH:4][N:3]=1.Cl.Cl[CH2:16][C:17]1[CH:22]=[CH:21][CH:20]=[C:19]([CH:23]([CH3:25])[CH3:24])[N:18]=1.C(=O)([O-])[O-].[K+].[K+].CN(C=O)C. The catalyst is O. The product is [Br:1][C:2]1[C:10]2[C:5](=[CH:6][CH:7]=[CH:8][C:9]=2[N+:11]([O-:13])=[O:12])[N:4]([CH2:16][C:17]2[CH:22]=[CH:21][CH:20]=[C:19]([CH:23]([CH3:25])[CH3:24])[N:18]=2)[N:3]=1. The yield is 0.920. (5) The reactants are [CH3:1][C:2]1[N:6]([C:7]2[CH:12]=[CH:11][CH:10]=[CH:9][CH:8]=2)[C:5]2[CH:13]=[CH:14][C:15]([C:17](O)=[O:18])=[CH:16][C:4]=2[N:3]=1.[NH2:20][C:21]1[CH:26]=[CH:25][CH:24]=[CH:23][C:22]=1O.N. No catalyst specified. The product is [O:18]1[C:22]2[CH:23]=[CH:24][CH:25]=[CH:26][C:21]=2[N:20]=[C:17]1[C:15]1[CH:14]=[CH:13][C:5]2[N:6]([C:7]3[CH:12]=[CH:11][CH:10]=[CH:9][CH:8]=3)[C:2]([CH3:1])=[N:3][C:4]=2[CH:16]=1. The yield is 0.680.